Dataset: Experimentally validated miRNA-target interactions with 360,000+ pairs, plus equal number of negative samples. Task: Binary Classification. Given a miRNA mature sequence and a target amino acid sequence, predict their likelihood of interaction. (1) The miRNA is hsa-miR-301b-3p with sequence CAGUGCAAUGAUAUUGUCAAAGC. The protein sequence of the target gene is MAEASFGSSSPVGSLSSEDHDFDPTAEMLVHDYDDERTLEEEELMDDGKNFSSEIEDLEKEGNMPLEDLLAFYGYESTIPAVANSSANSSPSELADELPDMTLDKEEIAKDLLSGDDEETQSSADDLTPSVTSHETSEFFPRPLRSNTTCDGDKESEIEDVETDSGNSPEDLRREIMIGLEYQAEIPPYLGEYNGDDEKAYENEDQLLWHPGVLLESKVKEYLVETSLRTGNEKVLDRISSGTHTRDNEQALYELLKCNHNIKEAIERYCCNGKASQEGMTAWTEEECRSFEHALMLHGK.... Result: 0 (no interaction). (2) The miRNA is hsa-miR-144-3p with sequence UACAGUAUAGAUGAUGUACU. The protein sequence of the target gene is MWNSGFESYGSSSYGGAGGYTQSPGGFGSPAPSQAEKKSRARAQHIVPCTISQLLSATLVDEVFRIGNVEISQVTIVGIIRHAEKAPTNIVYKIDDMTAAPMDVRQWVDTDDTSSENTVVPPETYVKVAGHLRSFQNKKSLVAFKIMPLEDMNEFTTHILEVINAHMVLSKANSQPSAGRAPISNPGMSEAGNFGGNSFMPANGLTVAQNQVLNLIKACPRPEGLNFQDLKNQLKHMSVSSIKQAVDFLSNEGHIYSTVDDDHFKSTDAE. Result: 0 (no interaction). (3) The miRNA is hsa-miR-761 with sequence GCAGCAGGGUGAAACUGACACA. The protein sequence of the target gene is MVEAAPPGPGPLRRTFLVPEIKSLDQYDFSRAKAAASLAWVLRAAFGGAEHVPPELWEPFYTDQYAQEHVKPPVTRLLLSAELYCRAWRQALPQLETPPNPSALLALLARRGTVPALPERPVREADLRHQPILMGAHLAVIDALMAAFAFEWTKTLPGPLALTSLEHKLLFWVDTTVRRLQEKTEQEAAQRASPAAPADGAAPAQPSIRYRKDRVVARRAPCFPTVTSLQDLASGAALAATIHCYCPQLLRLEEVCLKDPMSVADSLYNLQLVQDFCASRLPRGCPLSLEDLLYVPPPLK.... Result: 0 (no interaction). (4) The miRNA is mmu-miR-488-3p with sequence UUGAAAGGCUGUUUCUUGGUC. The protein sequence of the target gene is MSHQFSSQSAFSSMSRRVYSTSSSAGSGGGSPAVGSVCYARGRCGGGGYGIHGRGFGSRSLYNLGGSRSISINLMGRSTSGFCQGGGVGGFGGGRGFGVGSTGAGGFGGGGFGGAGFGTSNFGLGGFGPYCPPGGIQEVTINQSLLEPLHLEVDPEIQRIKTQEREQIMVLNNKFASFIDKVRFLEQQNQVLQTKWELLQQVNTSTGTNNLEPLLENYIGDLRRQVDLLSAEQMRQNAEVRSMQDVVEDYKSKYEDEINKRTGSENDFVVLKKDVDAAYVSKVDLESRVDTLTGEVNFLK.... Result: 0 (no interaction). (5) The miRNA is hsa-miR-6512-3p with sequence UUCCAGCCCUUCUAAUGGUAGG. The protein sequence of the target gene is MFSWVSKDARRKKEPELFQTVAEGLRQLYAQKLLPLEEHYRFHEFHSPALEDADFDNKPMVLLVGQYSTGKTTFIRHLIEQDFPGMRIGPEPTTDSFIAVMHGPTEGVVPGNALVVDPRRPFRKLNAFGNAFLNRFMCAQLPNPVLDSISIIDTPGILSGEKQRISRGYDFAAVLEWFAERVDRIILLFDAHKLDISDEFSEVIKALKNHEDKIRVVLNKADQIETQQLMRVYGALMWSLGKIINTPEVVRVYIGSFWSHPLLIPDNRKLFEAEEQDLFKDIQSLPRNAALRKLNDLIKR.... Result: 0 (no interaction). (6) The miRNA is hsa-miR-4673 with sequence UCCAGGCAGGAGCCGGACUGGA. The protein sequence of the target gene is MLSRLMSGSSRSLEREYSCTVRLLDDSEYTCTIQRDAKGQYLFDLLCHHLNLLEKDYFGIRFVDPDKQRHWLEFTKSVVKQLRSQPPFTMCFRVKFYPADPAALKEEITRYLVFLQIKRDLYHGRLLCKTSDAALLAAYILQAEIGDYDSGKHPEGYSSKFQFFPKHSEKLERKIAEIHKTELSGQTPATSELNFLRKAQTLETYGVDPHPCKDVSGNAAFLAFTPFGFVVLQGNKRVHFIKWNEVTKLKFEGKTFYLYVSQKEEKKIILTYFAPTPEACKHLWKCGIENQAFYKLEKSS.... Result: 0 (no interaction). (7) The miRNA is hsa-miR-8059 with sequence GGGGAACUGUAGAUGAAAAGGC. The protein sequence of the target gene is MRLLIPSLIFLEALGLCLAKATTVQWCAVSNSEEEKCLRWQNEMRKVGGPPLSCVKKSSTRQCIQAIVTNRADAMTLDGGTMFDAGKPPYKLRPVAAEVYGTKEQPRTHYYAVAVVKNSSNFHLNQLQGLRSCHTGIGRSAGWKIPIGTLRPYLNWNGPPASLEEAVSKFFSKSCVPGAQKDRFPNLCSSCAGTGANKCASSPEEPYSGYAGALRCLRDNAGDVAFTRGSTVFEELPNKAERDQYKLLCPDNTWKPVTEYKECHLAQVPSHAVVSRSTNDKEEAIWELLRQSQEKFGKKQ.... Result: 0 (no interaction). (8) The miRNA is hsa-miR-155-5p with sequence UUAAUGCUAAUCGUGAUAGGGGUU. The protein sequence of the target gene is MPSKFSCRQLREAGQCFESFLVVRGLDMETDRERLRTIYNRDFKISFGTPAPGFSSMLYGMKIANLAYVTKTRVRFFRLDRWADVRFPEKRRMKLGSDISKHHKSLLAKIFYDRAEYLHGKHGVDVEVQGPHEARDGQLLIRLDLNRKEVLTLRLRNGGTQSVTLTHLFPLCRTPQFAFYNEDQELPCPLGPGECYELHVHCKTSFVGYFPATVLWELLGPGESGSEGAGTFYIARFLAAVAHSPLAAQLKPMTPFKRTRITGNPVVTNRIEEGERPDRAKGYDLELSMALGTYYPPPRL.... Result: 1 (interaction).